From a dataset of Catalyst prediction with 721,799 reactions and 888 catalyst types from USPTO. Predict which catalyst facilitates the given reaction. (1) Reactant: [CH3:1][O:2][C:3]1[CH:8]=[CH:7][C:6]([C:9]2[C:14]([CH3:15])=[C:13]([C:16]([F:19])([F:18])[F:17])[N:12]3[N:20]=[CH:21][C:22]([C:23]([OH:25])=O)=[C:11]3[N:10]=2)=[CH:5][CH:4]=1.CN(C(ON1N=NC2C=CC=NC1=2)=[N+](C)C)C.F[P-](F)(F)(F)(F)F.CCN(C(C)C)C(C)C.[F:59][C:60]1[CH:61]=[C:62]([C@H:67]([N:69]2[CH2:74][CH2:73][NH:72][C@H:71]([CH3:75])[CH2:70]2)[CH3:68])[CH:63]=[C:64]([F:66])[CH:65]=1. Product: [F:59][C:60]1[CH:61]=[C:62]([C@H:67]([N:69]2[CH2:74][CH2:73][N:72]([C:23]([C:22]3[CH:21]=[N:20][N:12]4[C:13]([C:16]([F:17])([F:18])[F:19])=[C:14]([CH3:15])[C:9]([C:6]5[CH:7]=[CH:8][C:3]([O:2][CH3:1])=[CH:4][CH:5]=5)=[N:10][C:11]=34)=[O:25])[C@H:71]([CH3:75])[CH2:70]2)[CH3:68])[CH:63]=[C:64]([F:66])[CH:65]=1. The catalyst class is: 25. (2) Reactant: [CH:1]1([C:7]2[C:15]3[C:10](=[CH:11][C:12]([C:16]([O:18][CH3:19])=[O:17])=[CH:13][CH:14]=3)[NH:9][C:8]=2[C:20]2[CH:25]=[CH:24][CH:23]=[CH:22][CH:21]=2)[CH2:6][CH2:5][CH2:4][CH2:3][CH2:2]1.[H-].[Na+].Br[CH2:29][C:30]([O:32][C:33]([CH3:36])([CH3:35])[CH3:34])=[O:31]. The catalyst class is: 31. Product: [C:33]([O:32][C:30](=[O:31])[CH2:29][N:9]1[C:10]2[C:15](=[CH:14][CH:13]=[C:12]([C:16]([O:18][CH3:19])=[O:17])[CH:11]=2)[C:7]([CH:1]2[CH2:6][CH2:5][CH2:4][CH2:3][CH2:2]2)=[C:8]1[C:20]1[CH:25]=[CH:24][CH:23]=[CH:22][CH:21]=1)([CH3:36])([CH3:35])[CH3:34].